Dataset: Forward reaction prediction with 1.9M reactions from USPTO patents (1976-2016). Task: Predict the product of the given reaction. (1) The product is: [CH3:25][NH:7][C:8]1[C:9]2[N:10]([C:14]([C:17]3[CH:22]=[CH:21][N:20]=[C:19]([NH:27][C:28]4[CH:33]=[CH:32][CH:31]=[CH:30][CH:29]=4)[N:18]=3)=[CH:15][N:16]=2)[CH:11]=[CH:12][N:13]=1. Given the reactants C(OC(=O)[N:7]([CH3:25])[C:8]1[C:9]2[N:10]([C:14]([C:17]3[CH:22]=[CH:21][N:20]=[C:19](SC)[N:18]=3)=[CH:15][N:16]=2)[CH:11]=[CH:12][N:13]=1)(C)(C)C.[NH2:27][C:28]1[CH:33]=[CH:32][CH:31]=[CH:30][CH:29]=1, predict the reaction product. (2) Given the reactants [OH:1][C:2]1[CH:11]=[C:10]2[C:5]([CH:6]=[C:7]([CH3:13])[C:8](=[O:12])[NH:9]2)=[CH:4][CH:3]=1.Br[CH2:15][CH2:16][CH2:17][CH2:18][Cl:19], predict the reaction product. The product is: [Cl:19][CH2:18][CH2:17][CH2:16][CH2:15][O:1][C:2]1[CH:11]=[C:10]2[C:5]([CH:6]=[C:7]([CH3:13])[C:8](=[O:12])[NH:9]2)=[CH:4][CH:3]=1. (3) Given the reactants Cl[C:2]1[CH:7]=[C:6]([Cl:8])[N:5]=[C:4]([C:9]2[CH:14]=[CH:13][CH:12]=[C:11]([C:15]([F:18])([F:17])[F:16])[N:10]=2)[N:3]=1.CC[N:21](C(C)C)[CH:22]([CH3:24])[CH3:23].C(N)(C)C, predict the reaction product. The product is: [Cl:8][C:6]1[N:5]=[C:4]([C:9]2[CH:14]=[CH:13][CH:12]=[C:11]([C:15]([F:18])([F:17])[F:16])[N:10]=2)[N:3]=[C:2]([NH:21][CH:22]([CH3:24])[CH3:23])[CH:7]=1.